This data is from Catalyst prediction with 721,799 reactions and 888 catalyst types from USPTO. The task is: Predict which catalyst facilitates the given reaction. Reactant: [NH2:1][C:2]1[S:3][CH:4]=[C:5]([C:7](=[O:9])[CH3:8])[N:6]=1.[O:10]1[C:14]2[CH:15]=[CH:16][C:17]([C:19]3[S:20][CH:21]=[C:22]([C:24](O)=[O:25])[N:23]=3)=[CH:18][C:13]=2[CH2:12][CH2:11]1.CN(C(ON1N=NC2C=CC=CC1=2)=[N+](C)C)C.F[P-](F)(F)(F)(F)F.CCN(C(C)C)C(C)C. Product: [C:7]([C:5]1[N:6]=[C:2]([NH:1][C:24]([C:22]2[N:23]=[C:19]([C:17]3[CH:16]=[CH:15][C:14]4[O:10][CH2:11][CH2:12][C:13]=4[CH:18]=3)[S:20][CH:21]=2)=[O:25])[S:3][CH:4]=1)(=[O:9])[CH3:8]. The catalyst class is: 2.